From a dataset of Full USPTO retrosynthesis dataset with 1.9M reactions from patents (1976-2016). Predict the reactants needed to synthesize the given product. (1) Given the product [C:13]1([C:19]2[CH:20]=[CH:21][C:22](=[O:25])[N:23]([CH2:2][C:3]3[CH:4]=[C:5]4[C:10](=[CH:11][CH:12]=3)[N:9]=[CH:8][CH:7]=[CH:6]4)[N:24]=2)[CH:14]=[CH:15][CH:16]=[CH:17][CH:18]=1, predict the reactants needed to synthesize it. The reactants are: Br[CH2:2][C:3]1[CH:4]=[C:5]2[C:10](=[CH:11][CH:12]=1)[N:9]=[CH:8][CH:7]=[CH:6]2.[C:13]1([C:19]2[CH:20]=[CH:21][C:22](=[O:25])[NH:23][N:24]=2)[CH:18]=[CH:17][CH:16]=[CH:15][CH:14]=1.[OH-].[K+].C([O-])(O)=O.[Na+]. (2) The reactants are: [N:1]([C:4]1[C:18]([C:19]([F:22])([F:21])[F:20])=[CH:17][CH:16]=[CH:15][C:5]=1[C:6]([NH:8][C:9]1[CH:14]=[CH:13][CH:12]=[CH:11][CH:10]=1)=O)=[N+]=[N-].O=S(Cl)[Cl:25]. Given the product [Cl:25][C:6]1[N:8]([C:9]2[CH:14]=[CH:13][CH:12]=[CH:11][CH:10]=2)[N:1]=[C:4]2[C:5]=1[CH:15]=[CH:16][CH:17]=[C:18]2[C:19]([F:22])([F:21])[F:20], predict the reactants needed to synthesize it. (3) The reactants are: Cl[C:2]1[C:7]([C:8]([O-:10])=[O:9])=[CH:6][N:5]=[CH:4][C:3]=1[F:11].[Cl:12][C:13]1[CH:18]=[CH:17][C:16](B(O)O)=[C:15]([F:22])[CH:14]=1.P([O-])([O-])([O-])=O.[K+].[K+].[K+].O1CCOC[CH2:32]1. Given the product [Cl:12][C:13]1[CH:18]=[CH:17][C:16]([C:2]2[C:7]([C:8]([O:10][CH3:32])=[O:9])=[CH:6][N:5]=[CH:4][C:3]=2[F:11])=[C:15]([F:22])[CH:14]=1, predict the reactants needed to synthesize it. (4) Given the product [F:11][C:12]1[C:17]([CH:18]([OH:19])[C:10]2[C:3]3[C:2]([CH3:1])=[N:7][CH:6]=[N:5][C:4]=3[NH:8][CH:9]=2)=[C:16]([F:20])[CH:15]=[CH:14][C:13]=1[NH:21][S:22]([CH2:25][CH:26]([CH3:28])[CH3:27])(=[O:24])=[O:23], predict the reactants needed to synthesize it. The reactants are: [CH3:1][C:2]1[C:3]2[CH:10]=[CH:9][NH:8][C:4]=2[N:5]=[CH:6][N:7]=1.[F:11][C:12]1[C:17]([CH:18]=[O:19])=[C:16]([F:20])[CH:15]=[CH:14][C:13]=1[NH:21][S:22]([CH2:25][CH:26]([CH3:28])[CH3:27])(=[O:24])=[O:23].[OH-].[K+].Cl.